Dataset: Full USPTO retrosynthesis dataset with 1.9M reactions from patents (1976-2016). Task: Predict the reactants needed to synthesize the given product. Given the product [NH2:9][C:3]1[CH:4]=[CH:5][C:6]([F:8])=[CH:7][C:2]=1[O:17][CH:15]([CH3:16])[C:13]([CH3:14])([OH:18])[CH3:12], predict the reactants needed to synthesize it. The reactants are: F[C:2]1[CH:7]=[C:6]([F:8])[CH:5]=[CH:4][C:3]=1[N+:9]([O-])=O.[CH3:12][C:13]([OH:18])([CH:15]([OH:17])[CH3:16])[CH3:14].